Predict the reaction yield, written as a fraction of the theoretical maximum amount of product (1.0 means a 100% yield; for example, 0.34 means a 34% yield). From a dataset of Reaction yield outcomes from USPTO patents with 853,638 reactions. (1) The product is [F:16][C:5]1[C:6]([NH:8][CH2:9][C:10]2[CH:11]=[N:12][CH:13]=[CH:14][CH:15]=2)=[N:7][C:2]([NH:17][C:18]2[CH:23]=[CH:22][CH:21]=[C:20]([OH:24])[CH:19]=2)=[N:3][CH:4]=1. No catalyst specified. The yield is 0.430. The reactants are Cl[C:2]1[N:7]=[C:6]([NH:8][CH2:9][C:10]2[CH:11]=[N:12][CH:13]=[CH:14][CH:15]=2)[C:5]([F:16])=[CH:4][N:3]=1.[NH2:17][C:18]1[CH:19]=[C:20]([OH:24])[CH:21]=[CH:22][CH:23]=1. (2) The reactants are [NH:1]1[C:9]2[C:4](=[CH:5][C:6]([C:10]([OH:12])=O)=[CH:7][CH:8]=2)[CH:3]=[N:2]1.[CH2:13]1[C@H:22]2[C@H:17]([CH2:18][CH2:19][C:20]3[CH:26]=[CH:25][CH:24]=[CH:23][C:21]=32)[NH:16][CH2:15][CH2:14]1.F[P-](F)(F)(F)(F)F.N1(OC(N(C)C)=[N+](C)C)C2N=CC=CC=2N=N1. No catalyst specified. The product is [CH2:13]1[C@H:22]2[C@H:17]([CH2:18][CH2:19][C:20]3[CH:26]=[CH:25][CH:24]=[CH:23][C:21]=32)[N:16]([C:10]([C:6]2[CH:5]=[C:4]3[C:9](=[CH:8][CH:7]=2)[NH:1][N:2]=[CH:3]3)=[O:12])[CH2:15][CH2:14]1. The yield is 0.390. (3) The product is [Si:26]([C:18]1[C:17]([F:21])=[CH:16][N:15]=[C:14]([F:13])[C:19]=1[F:20])([C:22]([CH3:25])([CH3:24])[CH3:23])([CH3:28])[CH3:27]. The yield is 0.730. The reactants are C(NC(C)C)(C)C.[Li]CCCC.[F:13][C:14]1[C:19]([F:20])=[CH:18][C:17]([F:21])=[CH:16][N:15]=1.[C:22]([Si:26](Cl)([CH3:28])[CH3:27])([CH3:25])([CH3:24])[CH3:23].[Cl-].[NH4+]. The catalyst is C1COCC1.O. (4) The reactants are [CH3:1][C@@:2]12[C@@H:10](O)[CH2:9][CH2:8][C@H:7]1[C@@H:6]1[CH2:12][CH2:13][C:14]3[C@@:20]([CH3:21])([C@H:5]1[CH2:4][CH2:3]2)[CH2:19][CH2:18][C:16](=[O:17])[CH:15]=3.ClC(OC)=O.N1C=CC=CC=1.CO.C(=O)([O-])OC. The catalyst is C1(C)C=CC=CC=1. The product is [CH3:1][C@:2]12[CH2:3][CH2:4][C@H:5]3[C@@H:6]([CH2:12][CH2:13][C:14]4[C@:20]3([CH3:21])[CH2:19][CH2:18][C:16](=[O:17])[CH:15]=4)[C@@H:7]1[CH2:8][CH:9]=[CH:10]2. The yield is 0.900. (5) The reactants are [CH3:1][C@H:2]1[CH2:7][CH2:6][CH:5]([C:8]2[CH:13]=[CH:12][CH:11]=[CH:10][CH:9]=2)[S:4](=[O:15])(=[O:14])[NH:3]1.CS(O[CH2:21][C:22]1[CH:27]=[C:26]([F:28])[C:25]([Br:29])=[CH:24][C:23]=1[F:30])(=O)=O.[H-].[Na+]. The yield is 0.860. The product is [Br:29][C:25]1[C:26]([F:28])=[CH:27][C:22]([CH2:21][N:3]2[C@@H:2]([CH3:1])[CH2:7][CH2:6][CH:5]([C:8]3[CH:9]=[CH:10][CH:11]=[CH:12][CH:13]=3)[S:4]2(=[O:15])=[O:14])=[C:23]([F:30])[CH:24]=1. The catalyst is CN(C)C=O. (6) The yield is 0.680. The reactants are [Br:1][C:2]1[CH:30]=[C:29]([CH3:31])[C:5]([C:6]([N:8]2[CH2:13][CH2:12][CH:11]([N:14]3[CH2:18][CH2:17][CH2:16][C@H:15]3[CH2:19][O:20]C(=O)C3C=CC=CC=3)[CH2:10][CH2:9]2)=[O:7])=[C:4]([CH3:32])[CH:3]=1.[OH-].[Li+]. The catalyst is C1COCC1.CO. The product is [Br:1][C:2]1[CH:3]=[C:4]([CH3:32])[C:5]([C:6]([N:8]2[CH2:9][CH2:10][CH:11]([N:14]3[CH2:18][CH2:17][CH2:16][C@H:15]3[CH2:19][OH:20])[CH2:12][CH2:13]2)=[O:7])=[C:29]([CH3:31])[CH:30]=1. (7) The catalyst is C1(C)C=CC=CC=1.C(OCC)(=O)C. The product is [F:1][C:2]([F:28])([F:27])[O:3][C:4]1[CH:5]=[CH:6][C:7]([N:10]2[CH:14]=[N:13][C:12]([C:15]3[CH:20]=[CH:19][C:18]([CH:21]([CH3:26])[CH2:22][C:23]([N:52]=[N+:53]=[N-:54])=[O:25])=[CH:17][CH:16]=3)=[N:11]2)=[CH:8][CH:9]=1. The yield is 0.120. The reactants are [F:1][C:2]([F:28])([F:27])[O:3][C:4]1[CH:9]=[CH:8][C:7]([N:10]2[CH:14]=[N:13][C:12]([C:15]3[CH:20]=[CH:19][C:18]([CH:21]([CH3:26])[CH2:22][C:23]([OH:25])=O)=[CH:17][CH:16]=3)=[N:11]2)=[CH:6][CH:5]=1.C(N(CC)CC)C.P([N:52]=[N+:53]=[N-:54])(=O)(OC1C=CC=CC=1)OC1C=CC=CC=1.